From a dataset of Forward reaction prediction with 1.9M reactions from USPTO patents (1976-2016). Predict the product of the given reaction. Given the reactants N[C@@H]1C2C(=CC=CC=2)C[C@@H]1O.[CH3:12][O:13][C:14]1[CH:19]=[CH:18][CH:17]=[CH:16][C:15]=1[C:20]1[C:29]2[C:24](=[CH:25][CH:26]=[CH:27][CH:28]=2)[CH2:23][CH2:22][N:21]=1.FC(F)(F)C(O)=O, predict the reaction product. The product is: [CH3:12][O:13][C:14]1[CH:19]=[CH:18][CH:17]=[CH:16][C:15]=1[CH:20]1[C:29]2[C:24](=[CH:25][CH:26]=[CH:27][CH:28]=2)[CH2:23][CH2:22][NH:21]1.